This data is from Full USPTO retrosynthesis dataset with 1.9M reactions from patents (1976-2016). The task is: Predict the reactants needed to synthesize the given product. (1) Given the product [C:35]([C:37]1[CH:42]=[CH:41][C:40]([C:2]2[CH:30]=[C:29]([C:31]([F:33])([F:34])[F:32])[CH:28]=[C:4]([CH2:5][O:6][CH2:7][C:8]3([C:21]4[CH:26]=[CH:25][C:24]([F:27])=[CH:23][CH:22]=4)[CH2:9][CH2:10][N:11]([C:14]([O:16][C:17]([CH3:20])([CH3:19])[CH3:18])=[O:15])[CH2:12][CH2:13]3)[CH:3]=2)=[CH:39][CH:38]=1)#[N:36], predict the reactants needed to synthesize it. The reactants are: Br[C:2]1[CH:3]=[C:4]([CH:28]=[C:29]([C:31]([F:34])([F:33])[F:32])[CH:30]=1)[CH2:5][O:6][CH2:7][C:8]1([C:21]2[CH:26]=[CH:25][C:24]([F:27])=[CH:23][CH:22]=2)[CH2:13][CH2:12][N:11]([C:14]([O:16][C:17]([CH3:20])([CH3:19])[CH3:18])=[O:15])[CH2:10][CH2:9]1.[C:35]([C:37]1[CH:42]=[CH:41][C:40](B(O)O)=[CH:39][CH:38]=1)#[N:36].[OH-].[K+]. (2) Given the product [C:1]1([C@@H:7]([NH:9][C:14]2[C:13]3[N:17]=[CH:18][N:19]([C:12]=3[N:11]=[CH:10][N:15]=2)[C@@H:20]2[O:24][C@H:23]([CH2:25][OH:26])[C@@H:22]([OH:27])[C@H:21]2[OH:28])[CH3:8])[CH:6]=[CH:5][CH:4]=[CH:3][CH:2]=1, predict the reactants needed to synthesize it. The reactants are: [C:1]1([C@@H:7]([NH2:9])[CH3:8])[CH:6]=[CH:5][CH:4]=[CH:3][CH:2]=1.[CH:10]1[N:15]=[C:14](Cl)[C:13]2[N:17]=[CH:18][N:19]([C@@H:20]3[O:24][C@H:23]([CH2:25][OH:26])[C@@H:22]([OH:27])[C@H:21]3[OH:28])[C:12]=2[N:11]=1. (3) Given the product [CH3:71][O:70][C:68](=[O:69])[C:67]1[CH:72]=[CH:73][C:64]([NH:63][C:20]([C@@H:19]2[NH:18][C@@H:17]([CH2:23][C:24]([CH3:26])([CH3:25])[CH3:27])[C@:16]3([C:35]4[C:30](=[CH:31][C:32]([Cl:36])=[CH:33][CH:34]=4)[NH:29][C:28]3=[O:37])[C@H:15]2[C:11]2[CH:12]=[CH:13][CH:14]=[C:9]([Br:8])[C:10]=2[F:38])=[O:21])=[C:65]([O:74][CH3:75])[CH:66]=1, predict the reactants needed to synthesize it. The reactants are: FC(F)(F)C(O)=O.[Br:8][C:9]1[C:10]([F:38])=[C:11]([CH:15]2[CH:19]([C:20](O)=[O:21])[NH:18][CH:17]([CH2:23][C:24]([CH3:27])([CH3:26])[CH3:25])[C:16]32[C:35]2[C:30](=[CH:31][C:32]([Cl:36])=[CH:33][CH:34]=2)[NH:29][C:28]3=[O:37])[CH:12]=[CH:13][CH:14]=1.C(N(C(C)C)CC)(C)C.C1(P(Cl)(C2C=CC=CC=2)=O)C=CC=CC=1.[NH2:63][C:64]1[CH:73]=[CH:72][C:67]([C:68]([O:70][CH3:71])=[O:69])=[CH:66][C:65]=1[O:74][CH3:75]. (4) Given the product [N+:8]([C:5]1[CH:6]=[CH:7][N:3]([CH2:2][C:15]([CH2:14][CH2:13][C:12]([F:11])([F:20])[F:21])([C:16]#[N:17])[C:18]#[N:19])[CH:4]=1)([O-:10])=[O:9], predict the reactants needed to synthesize it. The reactants are: Cl[CH2:2][N:3]1[CH:7]=[CH:6][C:5]([N+:8]([O-:10])=[O:9])=[CH:4]1.[F:11][C:12]([F:21])([F:20])[CH2:13][CH2:14][CH:15]([C:18]#[N:19])[C:16]#[N:17].C(=O)([O-])[O-].[K+].[K+].O. (5) Given the product [Br:1][C:2]1[CH:16]=[CH:15][C:5]2[N:6]=[C:7]([NH:9][C:10]([NH:12][CH2:13][CH3:14])=[O:11])[S:8][C:4]=2[C:3]=1[O:17][CH:25]([CH3:27])[CH3:26], predict the reactants needed to synthesize it. The reactants are: [Br:1][C:2]1[CH:16]=[CH:15][C:5]2[N:6]=[C:7]([NH:9][C:10]([NH:12][CH2:13][CH3:14])=[O:11])[S:8][C:4]=2[C:3]=1[OH:17].C(=O)([O-])[O-].[K+].[K+].Br[CH:25]([CH3:27])[CH3:26]. (6) Given the product [C:20]([O:19][C:2]1[C:3]([O:8][CH2:9][C:10]([O:12][CH3:13])=[O:11])=[N:4][CH:5]=[CH:6][CH:7]=1)(=[O:30])[CH3:23], predict the reactants needed to synthesize it. The reactants are: N[C:2]1[C:3]([O:8][CH2:9][C:10]([O:12][CH3:13])=[O:11])=[N:4][CH:5]=[CH:6][CH:7]=1.ClCCl.N([O:19][C:20]([CH3:23])(C)C)=O.CCCCC.C[O:30]CCOC. (7) The reactants are: [Cl:1][C:2]1[CH:3]=[C:4]([NH:9][C:10]2[C:19]3[C:14](=[CH:15][C:16]([O:34][C@H:35]4[CH2:39][CH2:38][O:37][CH2:36]4)=[C:17]([NH:20][CH:21]4[CH2:26][CH2:25][N:24](C(OC(C)(C)C)=O)[CH2:23][CH2:22]4)[CH:18]=3)[N:13]=[CH:12][N:11]=2)[CH:5]=[CH:6][C:7]=1[F:8].Cl. Given the product [NH:24]1[CH2:23][CH2:22][CH:21]([NH:20][C:17]2[CH:18]=[C:19]3[C:14](=[CH:15][C:16]=2[O:34][C@H:35]2[CH2:39][CH2:38][O:37][CH2:36]2)[N:13]=[CH:12][N:11]=[C:10]3[NH:9][C:4]2[CH:5]=[CH:6][C:7]([F:8])=[C:2]([Cl:1])[CH:3]=2)[CH2:26][CH2:25]1, predict the reactants needed to synthesize it.